From a dataset of Full USPTO retrosynthesis dataset with 1.9M reactions from patents (1976-2016). Predict the reactants needed to synthesize the given product. (1) Given the product [F:1][C:2]1[CH:7]=[C:6]([CH:8]2[CH2:13][CH2:12][CH:11]([CH2:14][CH2:15][CH2:16][CH2:17][CH3:18])[CH2:10][CH2:9]2)[CH:5]=[CH:4][C:3]=1[CH:19]1[CH2:24][CH2:23][CH:22]([CH:25]2[CH2:26][CH2:27][CH:28]([O:31][CH2:36][CH2:35][CH3:40])[CH2:29][CH2:30]2)[CH2:21][CH2:20]1, predict the reactants needed to synthesize it. The reactants are: [F:1][C:2]1[CH:7]=[C:6]([CH:8]2[CH2:13][CH2:12][CH:11]([CH2:14][CH2:15][CH2:16][CH2:17][CH3:18])[CH2:10][CH2:9]2)[CH:5]=[CH:4][C:3]=1[CH:19]1[CH2:24][CH2:23][CH:22]([CH:25]2[CH2:30][CH2:29][CH:28]([OH:31])[CH2:27][CH2:26]2)[CH2:21][CH2:20]1.[H-].[Na+].O.[C:35]1(C)[CH:40]=CC=C[CH:36]=1. (2) Given the product [CH3:48][O:49][C:50]1[N:55]=[CH:54][C:53]([C:11]2[CH:12]=[C:13]([CH:45]=[CH:46][CH:47]=2)[CH2:14][N:15]2[C:19]3[CH:20]=[CH:21][C:22]([O:24][CH2:25][C:26]4[CH:35]=[CH:34][C:33]5[C:28](=[CH:29][CH:30]=[CH:31][CH:32]=5)[N:27]=4)=[CH:23][C:18]=3[N:17]=[C:16]2[CH2:36][C:37]([CH3:44])([CH3:43])[C:38]([OH:40])=[O:39])=[CH:52][CH:51]=1.[CH3:48][O:49][C:50]1[N:55]=[CH:54][C:53]([C:11]2[CH:12]=[C:13]([CH:45]=[CH:46][CH:47]=2)[CH2:14][N:15]2[C:19]3[CH:20]=[CH:21][C:22]([O:24][CH2:25][C:26]4[CH:35]=[CH:34][C:33]5[C:28](=[CH:29][CH:30]=[CH:31][CH:32]=5)[N:27]=4)=[CH:23][C:18]=3[N:17]=[C:16]2[CH2:36][C:37]([CH3:43])([CH3:44])[C:38]([O:40][CH2:41][CH3:42])=[O:39])=[CH:52][CH:51]=1, predict the reactants needed to synthesize it. The reactants are: BrC1C=CC=C(CBr)C=1.Br[C:11]1[CH:12]=[C:13]([CH:45]=[CH:46][CH:47]=1)[CH2:14][N:15]1[C:19]2[CH:20]=[CH:21][C:22]([O:24][CH2:25][C:26]3[CH:35]=[CH:34][C:33]4[C:28](=[CH:29][CH:30]=[CH:31][CH:32]=4)[N:27]=3)=[CH:23][C:18]=2[N:17]=[C:16]1[CH2:36][C:37]([CH3:44])([CH3:43])[C:38]([O:40][CH2:41][CH3:42])=[O:39].[CH3:48][O:49][C:50]1[N:55]=[CH:54][C:53](B(O)O)=[CH:52][CH:51]=1.C([O-])([O-])=O.[K+].[K+]. (3) Given the product [Br:15][C:16]1[C:17]2[S:3][C:2]([C:1]([O:5][CH2:6][CH3:7])=[O:4])=[CH:19][C:18]=2[C:21]([F:24])=[CH:22][CH:23]=1, predict the reactants needed to synthesize it. The reactants are: [C:1]([O:5][CH2:6][CH3:7])(=[O:4])[CH2:2][SH:3].C(N(CC)CC)C.[Br:15][C:16]1[C:17](F)=[C:18]([C:21]([F:24])=[CH:22][CH:23]=1)[CH:19]=O. (4) Given the product [S:8]1[C:4]2=[CH:5][N:6]=[CH:7][CH:2]=[C:3]2[CH:10]=[C:9]1[C:11]([O:13][CH3:14])=[O:12], predict the reactants needed to synthesize it. The reactants are: Br[C:2]1[CH:7]=[N:6][CH:5]=[C:4]2[S:8][C:9]([C:11]([O:13][CH3:14])=[O:12])=[CH:10][C:3]=12.C1COCC1. (5) Given the product [C:28]([O:32][C:33](=[O:60])[C:34]([S:37][C:38]1[S:39][CH:40]=[C:41]([CH2:43][CH2:44][N:45]([CH2:46][CH2:47][CH2:48][CH2:49][CH2:50][CH2:51][CH3:52])[C:53]2[N:58]=[CH:57][C:56]([N:61]3[CH2:66][CH2:65][O:64][CH2:63][CH2:62]3)=[CH:55][N:54]=2)[N:42]=1)([CH3:36])[CH3:35])([CH3:31])([CH3:30])[CH3:29], predict the reactants needed to synthesize it. The reactants are: C(P(C(C)(C)C)C1C=CC=CC=1C1C=CC=CC=1)(C)(C)C.CC(C)([O-])C.[Na+].[C:28]([O:32][C:33](=[O:60])[C:34]([S:37][C:38]1[S:39][CH:40]=[C:41]([CH2:43][CH2:44][N:45]([C:53]2[N:58]=[CH:57][C:56](Br)=[CH:55][N:54]=2)[CH2:46][CH2:47][CH2:48][CH2:49][CH2:50][CH2:51][CH3:52])[N:42]=1)([CH3:36])[CH3:35])([CH3:31])([CH3:30])[CH3:29].[NH:61]1[CH2:66][CH2:65][O:64][CH2:63][CH2:62]1.